From a dataset of Human Reference Interactome with 51,813 positive PPI pairs across 8,248 proteins, plus equal number of experimentally-validated negative pairs. Binary Classification. Given two protein amino acid sequences, predict whether they physically interact or not. (1) Protein 1 (ENSG00000140365) has sequence MRFRFCGDLDCPDWVLAEISTLAKMSSVKLRLLCSQVLKELLGQGIDYEKILKLTADAKFESGDVKATVAVLSFILSSAAKHSVDGESLSSELQQLGLPKEHAASLCRCYEEKQSPLQKHLRVCSLRMNRLAGVGWRVDYTLSSSLLQSVEEPMVHLRLEVAAAPGTPAQPVAMSLSADKFQVLLAELKQAQTLMSSLG*MRFRFCGDLDCPDWVLAEISTLAKMSSVKLRLLCSQVLKELLGQGIDYEKILKLTADAKFESGDVKATVAVLSFILSSAAKHSVDGESLSSELQQLGLPK.... Protein 2 (ENSG00000214078) has sequence MKMMHMAHCVTLVQLSISCDHLIDKDIGSKSDPLCVLLQDVGGGSWAELGRTERVRNCSSPEFSKTLQLEYRFETVQKLRFGIYDIDNKTPELRDDDFLGGAECSLGQIVSSQVLTLPLMLKPGKPAGRGTITVSAQELKDNRVVTMEVEARNLDKKDFLGKSDPFLEFFRQGDGKWHLVYRSEVIKNNLNPTWKRFSVPVQHFCGGNPSTPIQVQCSDYDSDGSHDLIGTFHTSLAQLQAVPAEFECIHPEKQQKKKSYKNSGTIRVKICRVETEYSFLDYVMGGCQINFTVGVDFTGS.... Result: 0 (the proteins do not interact). (2) Protein 1 (ENSG00000008130) has sequence MEMEQEKMTMNKELSPDAAAYCCSACHGDETWSYNHPIRGRAKSRSLSASPALGSTKEFRRTRSLHGPCPVTTFGPKACVLQNPQTIMHIQDPASQRLTWNKSPKSVLVIKKMRDASLLQPFKELCTHLMEENMIVYVEKKVLEDPAIASDESFGAVKKKFCTFREDYDDISNQIDFIICLGGDGTLLYASSLFQGSVPPVMAFHLGSLGFLTPFSFENFQSQVTQVIEGNAAVVLRSRLKVRVVKELRGKKTAVHNGLGENGSQAAGLDMDVGKQAMQYQVLNEVVIDRGPSSYLSNVD.... Protein 2 (ENSG00000130544) has sequence MAAVVLPPTAALSSLFPASQREGHTEGGELVNELLKSWLKGLVTFEDVAVEFTQEEWALLDPAQRTLYRDVMLENCRNLASLGNQVDKPRLISQLEQEDKVMTEERGILSGTCPDVENPFKAKGLTPKLHVFRKEQSRNMKMERNHLGATLNECNQCFKVFSTKSSLTRHRKIHTGERPYGCSECGKSYSSRSYLAVHKRIHNGEKPYECNDCGKTFSSRSYLTVHKRIHNGEKPYECSDCGKTFSNSSYLRPHLRIHTGEKPYKCNQCFREFRTQSIFTRHKRVHTGEGHYVCNQCGKA.... Result: 0 (the proteins do not interact). (3) Protein 1 (ENSG00000172461) has sequence MTSTSKGILRPFLIVCIILGCFMACLLIYIKPTNSWIFSPMESASSVLKMKNFFSTKTDYFNETTILVWVWPFGQTFDLTSCQAMFNIQGCHLTTDRSLYNKSHAVLIHHRDISWDLTNLPQQARPPFQKWIWMNLESPTHTPQKSGIEHLFNLTLTYRRDSDIQVPYGFLTVSTNPFVFEVPSKEKLVCWVVSNWNPEHARVKYYNELSKSIEIHTYGQAFGEYVNDKNLIPTISTCKFYLSFENSIHKDYITEKLYNAFLAGSVPVVLGPSRENYENYIPADSFIHVEDYNSPSELAK.... Protein 2 (ENSG00000100557) has sequence MGLSHSKTHLRVIKVAPLQNKEVETPSAGRVDFAFNQNLEEKTSYSLARLQDQNKALEGQLPPLQENWYGRYSTASRDMYFDIPLEHRETSIIKRHPPQRLQKLEPIDLPRVITSGRLLSQREARTMHKAKQVLEKKMQTPMYTSENRQYLHKMQVLEMIRKRQEAQMELKKSLHGEARINKQSPRDHKAKKTLQSTPRNDDHDLLTMLPDEILNRGPGNSKNTEFLKHQAVNNYCPWKIGKMETWLHEQEAQGQLLWDSSSSDSDEQGKDEKKPRALVRTRTERIPLFDEFFDQE*MGL.... Result: 0 (the proteins do not interact). (4) Protein 1 (ENSG00000100167) has sequence MSKGLPETRTDAAMSELVPEPRPKPAVPMKPMSINSNLLGYIGIDTIIEQMRKKTMKTGFDFNIMVVGQSGLGKSTLVNTLFKSQVSRKASSWNREEKIPKTVEIKAIGHVIEEGGVKMKLTVIDTPGFGDQINNENCWEPIEKYINEQYEKFLKEEVNIARKKRIPDTRVHCCLYFISPTGHSLRPLDLEFMKHLSKVVNIIPVIAKADTMTLEEKSEFKQRVRKELEVNGIEFYPQKEFDEDLEDKTENDKIRQESMPFAVVGSDKEYQVNGKRVLGRKTPWGIIEVENLNHCEFALL.... Protein 2 (ENSG00000182004) has sequence MRIEGCIIGFDEYMNLVLDDAEEIHSKTKSRKQLGRIMLKGDNITLLQSVSN*MAYRGQGQKVQKVMVQPINLIFRYLQNRSRIQVWLYEQVNMRIEGCIIGFDEYMNLVLDDAEEIHSKTKSRKQLGRIMLKGDNITLLQSVSN*. Result: 0 (the proteins do not interact).